From a dataset of M1 muscarinic receptor antagonist screen with 61,756 compounds. Binary Classification. Given a drug SMILES string, predict its activity (active/inactive) in a high-throughput screening assay against a specified biological target. (1) The compound is O(CCCn\1c2nc3n(c(=O)c2cc(c1=N\C(=O)c1ccncc1)C#N)cccc3C)C(C)C. The result is 0 (inactive). (2) The molecule is Clc1cc(CN(CCN2CCOCC2)C(=O)Nc2cc(Cl)ccc2)ccc1. The result is 1 (active). (3) The molecule is O=C1C2(C(C(CC2)(C1)C(=O)N1CC(CCC1)C)(C)C)C. The result is 0 (inactive). (4) The molecule is Clc1cc(N(C2CS(=O)(=O)C=C2)C(=O)C2OCCC2)ccc1. The result is 0 (inactive). (5) The molecule is S(=O)(=O)(N1CCCSCC1)c1ccc(cc1)C. The result is 0 (inactive). (6) The drug is O=C(Nc1cc2nc(n(c2cc1)C)CCN1CCC(CC1)C)Nc1ccccc1. The result is 1 (active). (7) The molecule is Clc1c(c2noc(c2C(=O)NCc2ccc(N3CCCC3=O)cc2)C)cccc1. The result is 0 (inactive). (8) The drug is Fc1c(N2CCN(CC2)CC(=O)c2cc3OCOc3cc2)cccc1. The result is 0 (inactive). (9) The molecule is o1c2c(cc(C(=O)N3CCc4c3cccc4)c1=O)cccc2OCC. The result is 0 (inactive).